The task is: Predict which catalyst facilitates the given reaction.. This data is from Catalyst prediction with 721,799 reactions and 888 catalyst types from USPTO. (1) Reactant: Cl.[Cl:2][C:3]1[CH:4]=[C:5]([S:15]([NH2:18])(=[O:17])=[O:16])[CH:6]=[N:7][C:8]=1[O:9][C@@H:10]1[CH2:14][CH2:13][NH:12][CH2:11]1.[F:19][CH:20]([F:23])[CH2:21]I.C([O-])([O-])=O.[Na+].[Na+]. Product: [Cl:2][C:3]1[CH:4]=[C:5]([S:15]([NH2:18])(=[O:16])=[O:17])[CH:6]=[N:7][C:8]=1[O:9][C@@H:10]1[CH2:14][CH2:13][N:12]([CH2:21][CH:20]([F:23])[F:19])[CH2:11]1. The catalyst class is: 42. (2) Reactant: [O:1]1[CH2:6][CH2:5][NH:4][C:3]2[CH:7]=[CH:8][CH:9]=[CH:10][C:2]1=2.C(=O)([O-])[O-].[K+].[K+].Br[CH2:18][C:19]([O:21][CH3:22])=[O:20]. Product: [CH3:22][O:21][C:19](=[O:20])[CH2:18][N:4]1[C:3]2[CH:7]=[CH:8][CH:9]=[CH:10][C:2]=2[O:1][CH2:6][CH2:5]1. The catalyst class is: 3. (3) Reactant: [Cl:1][C:2]1[CH:10]=[CH:9][CH:8]=[C:7]2[C:3]=1[C:4]([C:16]([OH:18])=O)=[CH:5][N:6]2[CH:11]1[CH2:15][CH2:14][CH2:13][O:12]1.Cl.[NH2:20][CH2:21][C:22]1([OH:30])[CH2:27][CH2:26][C:25]([F:29])([F:28])[CH2:24][CH2:23]1.C(Cl)CCl.N1(O)C2C=CC=CC=2N=N1.C(N(C(C)C)C(C)C)C. Product: [Cl:1][C:2]1[CH:10]=[CH:9][CH:8]=[C:7]2[C:3]=1[C:4]([C:16]([NH:20][CH2:21][C:22]1([OH:30])[CH2:23][CH2:24][C:25]([F:29])([F:28])[CH2:26][CH2:27]1)=[O:18])=[CH:5][N:6]2[CH:11]1[CH2:15][CH2:14][CH2:13][O:12]1. The catalyst class is: 9. (4) Reactant: [NH2:1][C:2]1[C:7]([Cl:8])=[C:6]([O:9]C)[CH:5]=[CH:4][C:3]=1[C:11](=[O:13])[CH3:12]. Product: [NH2:1][C:2]1[C:7]([Cl:8])=[C:6]([OH:9])[CH:5]=[CH:4][C:3]=1[C:11](=[O:13])[CH3:12]. The catalyst class is: 201. (5) Reactant: [CH2:1]([NH:8][C:9]([C:11]1[CH:20]=[CH:19][C:18]2[C:13](=[C:14](Br)[CH:15]=[N:16][CH:17]=2)[N:12]=1)=[O:10])[C:2]1[CH:7]=[CH:6][CH:5]=[CH:4][CH:3]=1.[CH3:22][O:23][C:24]1[CH:29]=[CH:28][CH:27]=[CH:26][C:25]=1B(O)O.C(=O)([O-])[O-].[Cs+].[Cs+]. Product: [CH2:1]([NH:8][C:9]([C:11]1[CH:20]=[CH:19][C:18]2[C:13](=[C:14]([C:25]3[CH:26]=[CH:27][CH:28]=[CH:29][C:24]=3[O:23][CH3:22])[CH:15]=[N:16][CH:17]=2)[N:12]=1)=[O:10])[C:2]1[CH:7]=[CH:6][CH:5]=[CH:4][CH:3]=1. The catalyst class is: 688.